Regression. Given a peptide amino acid sequence and an MHC pseudo amino acid sequence, predict their binding affinity value. This is MHC class II binding data. From a dataset of Peptide-MHC class II binding affinity with 134,281 pairs from IEDB. (1) The peptide sequence is TNNPHMQDKTMVKKW. The MHC is DRB1_1301 with pseudo-sequence DRB1_1301. The binding affinity (normalized) is 0.430. (2) The peptide sequence is AFILTGDNLFPKV. The binding affinity (normalized) is 0.587. The MHC is DRB3_0101 with pseudo-sequence DRB3_0101. (3) The peptide sequence is PYLGYCALLPLLTEE. The MHC is HLA-DPA10103-DPB10301 with pseudo-sequence HLA-DPA10103-DPB10301. The binding affinity (normalized) is 0.320. (4) The peptide sequence is DPDKDVDIMVRDGQL. The MHC is DRB3_0101 with pseudo-sequence DRB3_0101. The binding affinity (normalized) is 0.503. (5) The peptide sequence is WSKDIYNYMEPYVSK. The MHC is HLA-DPA10301-DPB10402 with pseudo-sequence HLA-DPA10301-DPB10402. The binding affinity (normalized) is 0.238. (6) The peptide sequence is APEVKYTVFETALKK. The MHC is HLA-DQA10101-DQB10501 with pseudo-sequence HLA-DQA10101-DQB10501. The binding affinity (normalized) is 0.147. (7) The peptide sequence is LVKPGAGIMIFDPYG. The MHC is HLA-DQA10101-DQB10501 with pseudo-sequence HLA-DQA10101-DQB10501. The binding affinity (normalized) is 0.160. (8) The peptide sequence is LKGTSYKICTDKMFF. The MHC is HLA-DQA10501-DQB10302 with pseudo-sequence HLA-DQA10501-DQB10302. The binding affinity (normalized) is 0.279.